Dataset: Forward reaction prediction with 1.9M reactions from USPTO patents (1976-2016). Task: Predict the product of the given reaction. (1) Given the reactants [CH3:1][NH:2][CH3:3].C(O)(=O)C.[CH:8]([C:10]1[CH:11]=[CH:12][C:13]([O:25][CH2:26][C:27]2[CH:32]=[CH:31][CH:30]=[CH:29][CH:28]=2)=[C:14]([CH:24]=1)[C:15]([NH:17][C:18]1[CH:19]=[N:20][CH:21]=[CH:22][CH:23]=1)=[O:16])=O.C(O[BH-](OC(=O)C)OC(=O)C)(=O)C.[Na+].C([O-])(O)=O.[Na+], predict the reaction product. The product is: [CH3:1][N:2]([CH2:8][C:10]1[CH:11]=[CH:12][C:13]([O:25][CH2:26][C:27]2[CH:32]=[CH:31][CH:30]=[CH:29][CH:28]=2)=[C:14]([CH:24]=1)[C:15]([NH:17][C:18]1[CH:19]=[N:20][CH:21]=[CH:22][CH:23]=1)=[O:16])[CH3:3]. (2) Given the reactants [N+:1]([C:4]1[CH:9]=[CH:8][C:7]([C:10]2[N:19]=[C:18]([C:20]([N:22]3[CH2:31][CH2:30][C:29]4[C:24](=[CH:25][CH:26]=[C:27]([O:33][CH3:34])[C:28]=4[OH:32])[CH2:23]3)=[O:21])[C:17]3[C:12](=[CH:13][CH:14]=[CH:15][CH:16]=3)[N:11]=2)=[CH:6][CH:5]=1)([O-])=O.O.[NH4+].[Cl-], predict the reaction product. The product is: [NH2:1][C:4]1[CH:5]=[CH:6][C:7]([C:10]2[N:19]=[C:18]([C:20]([N:22]3[CH2:31][CH2:30][C:29]4[C:24](=[CH:25][CH:26]=[C:27]([O:33][CH3:34])[C:28]=4[OH:32])[CH2:23]3)=[O:21])[C:17]3[C:12](=[CH:13][CH:14]=[CH:15][CH:16]=3)[N:11]=2)=[CH:8][CH:9]=1. (3) Given the reactants [ClH:1].CO[C:4]([CH:6]1[CH2:11][CH2:10][N:9]([CH2:12][C:13]2[CH:18]=[CH:17][CH:16]=[CH:15][CH:14]=2)[CH2:8][CH2:7]1)=[NH:5].[NH3:19], predict the reaction product. The product is: [ClH:1].[ClH:1].[CH2:12]([N:9]1[CH2:10][CH2:11][CH:6]([C:4]([NH2:19])=[NH:5])[CH2:7][CH2:8]1)[C:13]1[CH:18]=[CH:17][CH:16]=[CH:15][CH:14]=1. (4) Given the reactants [CH3:1][N:2]1[C:11]2[C:6](=[CH:7][CH:8]=[CH:9][CH:10]=2)[C:5](=[O:12])[N:4]([CH2:13][C@H:14]2[CH2:19][CH2:18][C@H:17]([C:20]([OH:22])=O)[CH2:16][CH2:15]2)[C:3]1=[O:23].CCN(C(C)C)C(C)C.CN(C(ON1N=[N:48][C:43]2C=[CH:45][CH:46]=[N:47][C:42]1=2)=[N+](C)C)C.F[P-](F)(F)(F)(F)F.C(N1CCNCC1)(OC(C)(C)C)=O.OS(O)(=O)=O, predict the reaction product. The product is: [CH3:1][N:2]1[C:11]2[C:6](=[CH:7][CH:8]=[CH:9][CH:10]=2)[C:5](=[O:12])[N:4]([CH2:13][C@H:14]2[CH2:19][CH2:18][C@H:17]([C:20]([N:47]3[CH2:42][CH2:43][NH:48][CH2:45][CH2:46]3)=[O:22])[CH2:16][CH2:15]2)[C:3]1=[O:23]. (5) Given the reactants [N:1]1([C:6]2[CH:31]=[CH:30][C:9]([CH2:10][O:11][C:12]3[CH:20]=[CH:19][C:18]4[NH:17][C:16]5[CH:21]([CH2:24][C:25]([O:27]CC)=[O:26])[CH2:22][CH2:23][C:15]=5[C:14]=4[CH:13]=3)=[CH:8][C:7]=2[C:32]([F:35])([F:34])[F:33])[CH2:5][CH2:4][CH2:3][CH2:2]1.O[Li].O, predict the reaction product. The product is: [N:1]1([C:6]2[CH:31]=[CH:30][C:9]([CH2:10][O:11][C:12]3[CH:20]=[CH:19][C:18]4[NH:17][C:16]5[CH:21]([CH2:24][C:25]([OH:27])=[O:26])[CH2:22][CH2:23][C:15]=5[C:14]=4[CH:13]=3)=[CH:8][C:7]=2[C:32]([F:35])([F:33])[F:34])[CH2:5][CH2:4][CH2:3][CH2:2]1. (6) Given the reactants [F:1][C:2]([F:31])([F:30])[C:3]1[CH:4]=[C:5]([CH:23]=[C:24]([C:26]([F:29])([F:28])[F:27])[CH:25]=1)[C:6]([N:8]1[CH2:13][CH2:12][NH:11][CH2:10][C@H:9]1[CH2:14][C:15]1[CH:20]=[CH:19][C:18]([CH3:21])=[C:17]([CH3:22])[CH:16]=1)=[O:7].C(=O)([O-])[O-].[K+].[K+].[CH2:38](Br)[C:39]#[CH:40].O, predict the reaction product. The product is: [F:31][C:2]([F:1])([F:30])[C:3]1[CH:4]=[C:5]([CH:23]=[C:24]([C:26]([F:27])([F:28])[F:29])[CH:25]=1)[C:6]([N:8]1[CH2:13][CH2:12][N:11]([CH2:40][C:39]#[CH:38])[CH2:10][C@H:9]1[CH2:14][C:15]1[CH:20]=[CH:19][C:18]([CH3:21])=[C:17]([CH3:22])[CH:16]=1)=[O:7]. (7) Given the reactants [C:1]([OH:4])(=O)[CH3:2].[CH:5](=O)[C:6]1[CH:11]=[CH:10][CH:9]=[CH:8][CH:7]=1.[C:13]([BH3-])#[N:14].[Na+], predict the reaction product. The product is: [CH2:13]([NH:14][C@H:2]([CH2:1][OH:4])[CH2:5][C:6]1[CH:11]=[CH:10][CH:9]=[CH:8][CH:7]=1)[C:6]1[CH:11]=[CH:10][CH:9]=[CH:8][CH:7]=1. (8) The product is: [F:14][C:2]([F:1])([F:15])[C:3]1[CH:4]=[CH:5][C:6](/[CH:9]=[CH:10]/[C:11]([NH:16][C:17]2[CH:33]=[CH:32][CH:31]=[CH:30][C:18]=2[O:19][C:20]2[CH:21]=[C:22]([CH:27]=[CH:28][CH:29]=2)[C:23]([OH:25])=[O:24])=[O:13])=[CH:7][CH:8]=1.[F:1][C:2]([F:14])([F:15])[C:3]1[CH:4]=[CH:5][C:6](/[CH:9]=[CH:10]/[C:11]([NH:16][C:17]2[CH:33]=[CH:32][CH:31]=[CH:30][C:18]=2[O:19][C:20]2[CH:21]=[C:22]([CH:27]=[CH:28][CH:29]=2)[C:23]([O:25][CH3:26])=[O:24])=[O:12])=[CH:7][CH:8]=1. Given the reactants [F:1][C:2]([F:15])([F:14])[C:3]1[CH:8]=[CH:7][C:6](/[CH:9]=[CH:10]/[C:11]([OH:13])=[O:12])=[CH:5][CH:4]=1.[NH2:16][C:17]1[CH:33]=[CH:32][CH:31]=[CH:30][C:18]=1[O:19][C:20]1[CH:21]=[C:22]([CH:27]=[CH:28][CH:29]=1)[C:23]([O:25][CH3:26])=[O:24].Cl.C(N=C=NCCCN(C)C)C.ON1C2C=CC=CC=2N=N1, predict the reaction product. (9) Given the reactants [Br:1][C:2]1[CH:3]=[C:4]([CH:23]=[C:24]([F:26])[CH:25]=1)[CH2:5][NH:6][C:7]([C@@H:9]1[CH2:13][C@:12](O)([CH3:14])[CH2:11][N:10]1[C:16]([O:18][C:19]([CH3:22])([CH3:21])[CH3:20])=[O:17])=[O:8].C(N(S(F)(F)[F:33])CC)C, predict the reaction product. The product is: [Br:1][C:2]1[CH:3]=[C:4]([CH:23]=[C:24]([F:26])[CH:25]=1)[CH2:5][NH:6][C:7]([C@@H:9]1[CH2:13][C@:12]([F:33])([CH3:14])[CH2:11][N:10]1[C:16]([O:18][C:19]([CH3:22])([CH3:21])[CH3:20])=[O:17])=[O:8]. (10) Given the reactants [Br:1][C:2]1[CH:3]=[C:4]2[N:10]=[CH:9][NH:8][C:5]2=[N:6][CH:7]=1.Br[CH2:12][C:13]1[CH:18]=[CH:17][CH:16]=[C:15]([F:19])[CH:14]=1.C(=O)([O-])[O-].[Cs+].[Cs+], predict the reaction product. The product is: [Br:1][C:2]1[CH:3]=[C:4]2[N:10]([CH2:12][C:13]3[CH:18]=[CH:17][CH:16]=[C:15]([F:19])[CH:14]=3)[CH:9]=[N:8][C:5]2=[N:6][CH:7]=1.